This data is from Retrosynthesis with 50K atom-mapped reactions and 10 reaction types from USPTO. The task is: Predict the reactants needed to synthesize the given product. Given the product O=c1[nH]c2ccccc2cc1C1CCNCC1, predict the reactants needed to synthesize it. The reactants are: O=c1[nH]c2ccccc2cc1-c1ccncc1.